This data is from Catalyst prediction with 721,799 reactions and 888 catalyst types from USPTO. The task is: Predict which catalyst facilitates the given reaction. (1) Reactant: [F:1][C:2]1[CH:22]=[CH:21][C:5]([O:6][C:7]2[CH:8]=[C:9]([S:13]([CH2:16][CH2:17][CH2:18][C:19]#[N:20])(=[O:15])=[O:14])[CH:10]=[CH:11][CH:12]=2)=[CH:4][C:3]=1[C:23]1[C:32]2[C:27](=[C:28]([C:33]([F:36])([F:35])[F:34])[CH:29]=[CH:30][CH:31]=2)[N:26]=[CH:25][N:24]=1.OO.[OH-].[NH4+].C1C[O:44]CC1. Product: [F:1][C:2]1[CH:22]=[CH:21][C:5]([O:6][C:7]2[CH:8]=[C:9]([S:13]([CH2:16][CH2:17][CH2:18][C:19]([NH2:20])=[O:44])(=[O:15])=[O:14])[CH:10]=[CH:11][CH:12]=2)=[CH:4][C:3]=1[C:23]1[C:32]2[C:27](=[C:28]([C:33]([F:35])([F:34])[F:36])[CH:29]=[CH:30][CH:31]=2)[N:26]=[CH:25][N:24]=1. The catalyst class is: 6. (2) Reactant: [C:1]([OH:9])(=O)[C:2]1[CH:7]=[CH:6][CH:5]=[CH:4][CH:3]=1.CN(C(ON1N=NC2C=CC=CC1=2)=[N+](C)C)C.[B-](F)(F)(F)F.CCN(C(C)C)C(C)C.[NH2:41][C:42]1[NH:43][C:44]2[C:45]([N:63]=1)=[CH:46][C:47]1[C:48]([CH3:62])([CH3:61])[C:49](=[O:60])[N:50]([CH2:53][C:54](=[O:59])[C:55]([CH3:58])([CH3:57])[CH3:56])[C:51]=1[CH:52]=2. Product: [CH3:56][C:55]([CH3:58])([CH3:57])[C:54](=[O:59])[CH2:53][N:50]1[C:51]2[CH:52]=[C:44]3[NH:43][C:42]([NH:41][C:1](=[O:9])[C:2]4[CH:3]=[CH:4][CH:5]=[CH:6][CH:7]=4)=[N:63][C:45]3=[CH:46][C:47]=2[C:48]([CH3:61])([CH3:62])[C:49]1=[O:60]. The catalyst class is: 9. (3) Reactant: [NH2:1][C@H:2]1[CH2:7][CH2:6][N:5]([C:8]([O:10][C:11]([CH3:14])([CH3:13])[CH3:12])=[O:9])[CH2:4][C@H:3]1[F:15].CCN(CC)CC.[CH3:23][O:24][C:25](O[C:25]([O:24][CH3:23])=[O:26])=[O:26]. Product: [F:15][C@H:3]1[C@@H:2]([NH:1][C:25]([O:24][CH3:23])=[O:26])[CH2:7][CH2:6][N:5]([C:8]([O:10][C:11]([CH3:12])([CH3:14])[CH3:13])=[O:9])[CH2:4]1. The catalyst class is: 2. (4) Reactant: [CH3:1][O:2][C:3]1[CH:4]=[C:5]2[C:10](=[CH:11][CH:12]=1)[N:9]=[C:8]([NH:13][CH3:14])[C:7]([CH:15]=[O:16])=[CH:6]2. Product: [CH3:1][O:2][C:3]1[CH:4]=[C:5]2[C:10](=[CH:11][CH:12]=1)[N:9]=[C:8]([NH:13][CH3:14])[C:7]([CH2:15][OH:16])=[CH:6]2. The catalyst class is: 1. (5) Product: [CH3:1][C:2]1[CH:7]=[C:6]([C:8]2[CH:9]=[CH:10][C:11]3[N:17]4[CH2:18][C@H:14]([CH2:15][CH2:16]4)[N:13]([C:31]([NH:48][C:46]4[N:47]=[C:43]5[S:42][CH:41]=[C:40]([CH3:39])[N:44]5[N:45]=4)=[O:37])[C:12]=3[N:19]=2)[CH:5]=[CH:4][N:3]=1. Reactant: [CH3:1][C:2]1[CH:7]=[C:6]([C:8]2[CH:9]=[CH:10][C:11]3[N:17]4[CH2:18][C@H:14]([CH2:15][CH2:16]4)[NH:13][C:12]=3[N:19]=2)[CH:5]=[CH:4][N:3]=1.C(N(CC)CC)C.ClC(Cl)(O[C:31](=[O:37])OC(Cl)(Cl)Cl)Cl.[CH3:39][C:40]1[N:44]2[N:45]=[C:46]([NH2:48])[N:47]=[C:43]2[S:42][CH:41]=1. The catalyst class is: 30. (6) Reactant: [Cl:1][CH:2]([CH3:28])[CH:3]([NH:15][C:16]([CH:18]1[CH2:24][CH:23]=[C:22]([CH2:25][CH2:26][CH3:27])[CH2:21][CH2:20][NH:19]1)=[O:17])[CH:4]1[CH:9]([OH:10])[CH:8]([OH:11])[CH:7]([OH:12])[CH:6]([S:13][CH3:14])[O:5]1. Product: [Cl:1][CH:2]([CH3:28])[CH:3]([NH:15][C:16]([CH:18]1[CH2:24][CH2:23][CH:22]([CH2:25][CH2:26][CH3:27])[CH2:21][CH2:20][NH:19]1)=[O:17])[CH:4]1[CH:9]([OH:10])[CH:8]([OH:11])[CH:7]([OH:12])[CH:6]([S:13][CH3:14])[O:5]1. The catalyst class is: 43. (7) Product: [Br:10][C:11]1[CH:12]=[C:13]([O:25][C:26]2[CH:27]=[CH:28][CH:29]=[CH:30][CH:31]=2)[C:14]([NH:17][C:18]2[S:19][CH:20]=[C:21]([CH2:23][O:7][C:1]3[CH:6]=[CH:5][CH:4]=[CH:3][CH:2]=3)[N:22]=2)=[N:15][CH:16]=1. The catalyst class is: 1. Reactant: [C:1]1([OH:7])[CH:6]=[CH:5][CH:4]=[CH:3][CH:2]=1.[H-].[Na+].[Br:10][C:11]1[CH:12]=[C:13]([O:25][C:26]2[CH:31]=[CH:30][CH:29]=[CH:28][CH:27]=2)[C:14]([NH:17][C:18]2[S:19][CH:20]=[C:21]([CH2:23]Cl)[N:22]=2)=[N:15][CH:16]=1.